This data is from Full USPTO retrosynthesis dataset with 1.9M reactions from patents (1976-2016). The task is: Predict the reactants needed to synthesize the given product. (1) Given the product [Cl:30][C:53]1[CH:54]=[C:55]2[C:10](=[C:11]([C:12]#[N:16])[CH:52]=1)[N:9]=[CH:8][C:7]([NH:37][S:24]([C:20]1[CH:19]=[N:18][CH:23]=[CH:22][CH:21]=1)(=[O:26])=[O:25])=[CH:6]2, predict the reactants needed to synthesize it. The reactants are: C(OC([C:6]1C2[C:10](=[CH:11][C:12]([NH2:16])=CC=2)[N:9]=[C:8](Cl)[CH:7]=1)=O)C.[N:18]1[CH:23]=[CH:22][CH:21]=[C:20]([S:24](Cl)(=[O:26])=[O:25])[CH:19]=1.[OH-].[Na+].[ClH:30].C(Cl)(=O)C(Cl)=O.[NH4+:37].FC(F)(F)C(OC(=O)C(F)(F)F)=O.O1[CH2:55][CH2:54][CH2:53][CH2:52]1. (2) Given the product [C:2]([N+:6]([O-:7])=[CH:21][C:20]1[C:15]([S:12]([O:11][CH2:10][O:9][CH3:8])(=[O:13])=[O:14])=[N:16][C:17]([S:23]([O:26][CH2:27][O:28][CH3:29])(=[O:24])=[O:25])=[CH:18][CH:19]=1)([CH3:5])([CH3:4])[CH3:3], predict the reactants needed to synthesize it. The reactants are: Cl.[C:2]([NH:6][OH:7])([CH3:5])([CH3:4])[CH3:3].[CH3:8][O:9][CH2:10][O:11][S:12]([C:15]1[C:20]([CH:21]=O)=[CH:19][CH:18]=[C:17]([S:23]([O:26][CH2:27][O:28][CH3:29])(=[O:25])=[O:24])[N:16]=1)(=[O:14])=[O:13]. (3) Given the product [Br:1][CH:2]([CH3:17])[C:3]([C:5]1[CH:14]=[C:9]([CH:8]=[CH:7][C:6]=1[CH3:16])[C:10]([O:12][CH3:13])=[O:11])=[O:4], predict the reactants needed to synthesize it. The reactants are: [Br:1][CH:2]([CH3:17])[C:3]([C:5]1[C:6]([CH3:16])=[CH:7][C:8](C)=[C:9]([CH:14]=1)[C:10]([O:12][CH3:13])=[O:11])=[O:4].CC1C=CC(C(O)=O)=CC=1.